Dataset: Forward reaction prediction with 1.9M reactions from USPTO patents (1976-2016). Task: Predict the product of the given reaction. (1) Given the reactants [Cl:1][C:2]1[CH:3]=[C:4]([N:8]2[CH2:13][CH2:12][N:11](C(C3N(C4C=CC=CC=4)N=C(C)C=3)=O)[CH2:10][CH2:9]2)[CH:5]=[CH:6][CH:7]=1.[C:28]1([N:34]2[C:38]([C:39]([OH:41])=O)=[CH:37][C:36]([C:42]([F:45])([F:44])[F:43])=[N:35]2)[CH:33]=[CH:32][CH:31]=[CH:30][CH:29]=1.C1(N2C(C=O)=CC(C(F)(F)F)=N2)C=CC=CC=1, predict the reaction product. The product is: [Cl:1][C:2]1[CH:3]=[C:4]([N:8]2[CH2:13][CH2:12][N:11]([C:39]([C:38]3[N:34]([C:28]4[CH:29]=[CH:30][CH:31]=[CH:32][CH:33]=4)[N:35]=[C:36]([C:42]([F:45])([F:44])[F:43])[CH:37]=3)=[O:41])[CH2:10][CH2:9]2)[CH:5]=[CH:6][CH:7]=1. (2) Given the reactants [CH3:1][C:2]1[C:10]2[C:5](=[CH:6][C:7]([N+:11]([O-:13])=[O:12])=[CH:8][CH:9]=2)[NH:4][N:3]=1.F[B-](F)(F)F.[CH3:19][O+](C)C, predict the reaction product. The product is: [CH3:19][N:3]1[C:2]([CH3:1])=[C:10]2[C:5]([CH:6]=[C:7]([N+:11]([O-:13])=[O:12])[CH:8]=[CH:9]2)=[N:4]1. (3) Given the reactants [OH-].[Na+].[Cl:3][C:4]1[CH:5]=[CH:6][C:7]2[N:13]([CH2:14][C:15]([CH3:19])([CH3:18])[CH2:16][OH:17])[C:12](=[O:20])[C@@H:11]([CH2:21][C:22]([NH:24][CH2:25][CH2:26][C:27]3[O:31][C:30]([C:32]([O:34]CC)=[O:33])=[CH:29][C:28]=3[C:37]([O:39]C)=[O:38])=[O:23])[O:10][C@H:9]([C:41]3[CH:46]=[CH:45][CH:44]=[C:43]([O:47][CH3:48])[C:42]=3[O:49][CH3:50])[C:8]=2[CH:51]=1, predict the reaction product. The product is: [Cl:3][C:4]1[CH:5]=[CH:6][C:7]2[N:13]([CH2:14][C:15]([CH3:18])([CH3:19])[CH2:16][OH:17])[C:12](=[O:20])[C@@H:11]([CH2:21][C:22]([NH:24][CH2:25][CH2:26][C:27]3[O:31][C:30]([C:32]([OH:34])=[O:33])=[CH:29][C:28]=3[C:37]([OH:39])=[O:38])=[O:23])[O:10][C@H:9]([C:41]3[CH:46]=[CH:45][CH:44]=[C:43]([O:47][CH3:48])[C:42]=3[O:49][CH3:50])[C:8]=2[CH:51]=1. (4) Given the reactants [Br:1][C:2]1[C:3]([CH3:10])=[C:4]([CH:7]=[CH:8][CH:9]=1)[CH2:5][OH:6].[C:25]1(C)[CH:26]=[CH:27]C(S([O-])(=[O:18])=[O:18])=[CH:23][CH:24]=1.[NH+]1[CH:27]=[CH:26][CH:25]=[CH:24][CH:23]=1, predict the reaction product. The product is: [Br:1][C:2]1[C:3]([CH3:10])=[C:4]([CH2:5][O:6][CH:27]2[CH2:26][CH2:25][CH2:24][CH2:23][O:18]2)[CH:7]=[CH:8][CH:9]=1. (5) Given the reactants [OH:1][N:2]=[C:3]([Br:5])Br.[Cl:6][C:7]1[CH:8]=[C:9]([CH:12]=[CH:13][CH:14]=1)[C:10]#[N:11].C([O-])(O)=O.[Na+], predict the reaction product. The product is: [Br:5][C:3]1[N:11]=[C:10]([C:9]2[CH:12]=[CH:13][CH:14]=[C:7]([Cl:6])[CH:8]=2)[O:1][N:2]=1. (6) Given the reactants [NH2:1][C:2]1[CH:3]=[C:4]2[C:8](=[CH:9][C:10]=1[N+:11]([O-])=O)[C:7](=[O:14])[N:6]([CH:15]([CH3:17])[CH3:16])[C:5]2=[O:18].CC(O)=O.[Cl:23][C:24]1[C:29]([CH:30]=O)=[C:28]([O:32][CH3:33])[N:27]=[CH:26][CH:25]=1, predict the reaction product. The product is: [Cl:23][C:24]1[CH:25]=[CH:26][N:27]=[C:28]([O:32][CH3:33])[C:29]=1[C:30]1[NH:11][C:10]2=[CH:9][C:8]3[C:7](=[O:14])[N:6]([CH:15]([CH3:17])[CH3:16])[C:5](=[O:18])[C:4]=3[CH:3]=[C:2]2[N:1]=1. (7) Given the reactants [CH:1]([N:4]1[C:12]2[C:7](=[CH:8][C:9]([O:13][C@H:14]([C:18]3[CH:23]=[CH:22][CH:21]=[CH:20][CH:19]=3)[C@@H:15]([NH2:17])[CH3:16])=[CH:10][CH:11]=2)[CH:6]=[N:5]1)([CH3:3])[CH3:2].[CH3:24][S:25](Cl)(=[O:27])=[O:26], predict the reaction product. The product is: [C:18]1([C@@H:14]([O:13][C:9]2[CH:8]=[C:7]3[C:12](=[CH:11][CH:10]=2)[N:4]([CH:1]([CH3:2])[CH3:3])[N:5]=[CH:6]3)[C@@H:15]([NH:17][S:25]([CH3:24])(=[O:27])=[O:26])[CH3:16])[CH:19]=[CH:20][CH:21]=[CH:22][CH:23]=1. (8) Given the reactants [NH2:1][C:2]1[CH:7]=[C:6]([CH3:8])[CH:5]=[CH:4][N:3]=1.[N+:9]([O-])([OH:11])=[O:10].[OH-].[Na+], predict the reaction product. The product is: [NH2:1][C:2]1[CH:7]=[C:6]([CH3:8])[C:5]([N+:9]([O-:11])=[O:10])=[CH:4][N:3]=1.